From a dataset of Forward reaction prediction with 1.9M reactions from USPTO patents (1976-2016). Predict the product of the given reaction. Given the reactants FC(F)(F)C(OC(=O)C(F)(F)F)=O.N1C=CC=CC=1.[Cl:20][CH2:21][CH2:22][O:23][C:24]1[CH:29]=[CH:28][C:27]([CH:30]2[CH:35]([C:36]3[CH:41]=[CH:40][C:39]([OH:42])=[CH:38][CH:37]=3)[C:34](O)([C:43]([F:46])([F:45])[F:44])[C:33]3[CH:48]=[CH:49][C:50]([OH:52])=[CH:51][C:32]=3[O:31]2)=[CH:26][CH:25]=1.[Cl-].[Na+], predict the reaction product. The product is: [Cl:20][CH2:21][CH2:22][O:23][C:24]1[CH:25]=[CH:26][C:27]([CH:30]2[C:35]([C:36]3[CH:41]=[CH:40][C:39]([OH:42])=[CH:38][CH:37]=3)=[C:34]([C:43]([F:46])([F:44])[F:45])[C:33]3[CH:48]=[CH:49][C:50]([OH:52])=[CH:51][C:32]=3[O:31]2)=[CH:28][CH:29]=1.